This data is from Reaction yield outcomes from USPTO patents with 853,638 reactions. The task is: Predict the reaction yield, written as a fraction of the theoretical maximum amount of product (1.0 means a 100% yield; for example, 0.34 means a 34% yield). (1) The reactants are [H-].[Na+].[Br:3][C:4]1[C:5](Cl)=[N:6][CH:7]=[C:8]([N+:10]([O-:12])=[O:11])[CH:9]=1.[CH2:14]([OH:19])[C:15]([F:18])([F:17])[F:16]. No catalyst specified. The product is [Br:3][C:4]1[C:5]([O:19][CH2:14][C:15]([F:18])([F:17])[F:16])=[N:6][CH:7]=[C:8]([N+:10]([O-:12])=[O:11])[CH:9]=1. The yield is 0.950. (2) The reactants are [Cl:1][C:2]1[CH:7]=[CH:6][C:5]([C@@H:8]([CH:11]2[CH2:13][CH2:12]2)[CH2:9][OH:10])=[CH:4][CH:3]=1.[S:14](Cl)([C:17]1[CH:23]=[CH:22][C:20]([CH3:21])=[CH:19][CH:18]=1)(=[O:16])=[O:15].C(N(CC)CC)C. The catalyst is ClCCl. The product is [CH3:21][C:20]1[CH:22]=[CH:23][C:17]([S:14]([O:10][CH2:9][C@@H:8]([C:5]2[CH:4]=[CH:3][C:2]([Cl:1])=[CH:7][CH:6]=2)[CH:11]2[CH2:13][CH2:12]2)(=[O:16])=[O:15])=[CH:18][CH:19]=1. The yield is 0.960. (3) The reactants are [C:1]([O:10]N1C(=O)CCC1=O)([O:3][CH2:4][CH2:5][Si:6]([CH3:9])([CH3:8])[CH3:7])=O.[Si:18]([O:25][CH:26]1[CH2:31][CH2:30][CH:29]([CH2:32][C@H:33]([NH:37][C:38](=[O:44])[O:39][C:40]([CH3:43])([CH3:42])[CH3:41])[CH2:34][NH:35][CH3:36])[CH2:28][CH2:27]1)([C:21]([CH3:24])([CH3:23])[CH3:22])([CH3:20])[CH3:19].C([O-])([O-])=O.[K+].[K+]. The catalyst is O.C(Cl)Cl. The product is [Si:18]([O:25][CH:26]1[CH2:27][CH2:28][CH:29]([CH2:32][C@H:33]([NH:37][C:38](=[O:44])[O:39][C:40]([CH3:43])([CH3:42])[CH3:41])[CH2:34][N:35]([CH3:36])[C:1]([O:3][CH2:4][CH2:5][Si:6]([CH3:7])([CH3:8])[CH3:9])=[O:10])[CH2:30][CH2:31]1)([C:21]([CH3:23])([CH3:24])[CH3:22])([CH3:20])[CH3:19]. The yield is 0.700. (4) The reactants are Br.[NH2:2][C:3]1[C:11]([OH:12])=[C:10]2[C:6]([CH2:7][CH2:8][C:9]2=[O:13])=[CH:5][CH:4]=1.[CH:14](OCC)(OCC)OCC. The catalyst is O1CCCC1.C(OCC)(=O)C. The product is [O:12]1[C:11]2[C:10]3[C:9](=[O:13])[CH2:8][CH2:7][C:6]=3[CH:5]=[CH:4][C:3]=2[N:2]=[CH:14]1. The yield is 3.62. (5) The reactants are [OH:1][C:2]1[CH:9]=[C:8]([NH:10][C:11]2[S:12][CH:13]=[CH:14][N:15]=2)[CH:7]=[CH:6][C:3]=1[C:4]#[N:5].C([O-])([O-])=O.[Cs+].[Cs+].[O:22]1[CH:26]=[CH:25][CH:24]=[C:23]1[CH2:27]Br.CCOCC. The catalyst is CC(C)=O. The product is [C:4]([C:3]1[CH:6]=[CH:7][C:8]([NH:10][C:11]2[S:12][CH:13]=[CH:14][N:15]=2)=[CH:9][C:2]=1[O:1][CH2:27][C:23]1[O:22][CH:26]=[CH:25][CH:24]=1)#[N:5]. The yield is 0.570. (6) The reactants are C([N:8]1[CH:12]=[C:11]([CH3:13])[N:10]=[C:9]1[CH:14]1[C:19]2=[N:20][NH:21][C:22](=[O:27])[C:23]3[CH:24]=[CH:25][CH:26]=[C:17]([C:18]=32)[NH:16][CH:15]1[C:28]1[CH:33]=[CH:32][CH:31]=[CH:30][CH:29]=1)C1C=CC=CC=1. The catalyst is [OH-].[OH-].[Pd+2].CO. The product is [CH3:13][C:11]1[N:10]=[C:9]([CH:14]2[C:19]3=[N:20][NH:21][C:22](=[O:27])[C:23]4[CH:24]=[CH:25][CH:26]=[C:17]([C:18]=43)[NH:16][CH:15]2[C:28]2[CH:33]=[CH:32][CH:31]=[CH:30][CH:29]=2)[NH:8][CH:12]=1. The yield is 0.870. (7) The reactants are [Cl-].[Al+3].[Cl-].[Cl-].[C:5]1([OH:11])[CH:10]=[CH:9][CH:8]=[CH:7][CH:6]=1.[CH:12]1([C:16](Cl)=[O:17])[CH2:15][CH2:14][CH2:13]1.Cl. The catalyst is ClCCl. The product is [CH:12]1([C:16]([C:8]2[CH:9]=[CH:10][C:5]([OH:11])=[CH:6][CH:7]=2)=[O:17])[CH2:15][CH2:14][CH2:13]1. The yield is 0.510. (8) The reactants are [CH3:1][O:2][C:3]1[CH:4]=[C:5]([C:11]([C:13]2[C:22]3[O:21][C:20]([F:24])([F:23])[C:19]([F:26])([F:25])[O:18][C:17]=3[CH:16]=[CH:15][CH:14]=2)=O)[CH:6]=[C:7]([O:9][CH3:10])[CH:8]=1.C(OP([CH2:35][C:36]#[N:37])(=O)OCC)C.C[Si]([N-][Si](C)(C)C)(C)C.[Li+].O1C2C=CC(C(C3C=C(OC)C=C(OC)C=3)=CC#N)=CC=2OCC1. The catalyst is C1COCC1. The product is [CH3:1][O:2][C:3]1[CH:4]=[C:5]([C:11]([C:13]2[C:22]3[O:21][C:20]([F:24])([F:23])[C:19]([F:26])([F:25])[O:18][C:17]=3[CH:16]=[CH:15][CH:14]=2)=[CH:35][C:36]#[N:37])[CH:6]=[C:7]([O:9][CH3:10])[CH:8]=1. The yield is 0.940. (9) The reactants are [OH-:1].[K+].[CH:3]([O:6][C:7]1[C:8](=[O:19])[N:9]([C:13]2[CH:18]=[CH:17][CH:16]=[CH:15][CH:14]=2)[C:10](=[O:12])[CH:11]=1)([CH3:5])[CH3:4]. The catalyst is O.C(O)(C)C. The product is [CH:3]([O:6][C:7](=[CH:11][C:10](=[O:12])[NH:9][C:13]1[CH:18]=[CH:17][CH:16]=[CH:15][CH:14]=1)[C:8]([OH:19])=[O:1])([CH3:5])[CH3:4]. The yield is 0.760. (10) The reactants are Cl[S:2]([C:5]1[CH:14]=[CH:13][C:12]2[NH:11][C:10](=[O:15])[C:9]3[NH:16][CH:17]=[C:18]([C:19]([OH:21])=[O:20])[C:8]=3[C:7]=2[CH:6]=1)(=[O:4])=[O:3].[CH:22]1([NH2:29])[CH2:28][CH2:27][CH2:26][CH2:25][CH2:24][CH2:23]1. No catalyst specified. The product is [CH:22]1([NH:29][S:2]([C:5]2[CH:14]=[CH:13][C:12]3[NH:11][C:10](=[O:15])[C:9]4[NH:16][CH:17]=[CH:18][C:8]=4[C:7]=3[CH:6]=2)(=[O:3])=[O:4])[CH2:28][CH2:27][CH2:26][CH2:25][CH2:24][CH2:23]1.[CH2:18]([C:19]([O-:21])=[O:20])[CH3:17]. The yield is 0.0800.